This data is from Catalyst prediction with 721,799 reactions and 888 catalyst types from USPTO. The task is: Predict which catalyst facilitates the given reaction. (1) Reactant: [S:1]1[CH:5]=[C:4]([CH2:6][CH2:7][CH2:8][NH2:9])[C:3]2[CH:10]=[CH:11][CH:12]=[CH:13][C:2]1=2.BrC1C=CC(S(O[CH2:25][C@@H:26]2[O:40][C:30]3=[C:31]4[C:36](=[CH:37][CH:38]=[C:29]3[O:28][CH2:27]2)[N:35]=[C:34]([CH3:39])[CH:33]=[CH:32]4)(=O)=O)=CC=1.C(=O)(O)[O-].[Na+]. Product: [S:1]1[C:2]2[CH:13]=[CH:12][CH:11]=[CH:10][C:3]=2[C:4]([CH2:6][CH2:7][CH2:8][NH:9][CH2:25][CH:26]2[O:40][C:30]3=[C:31]4[C:36](=[CH:37][CH:38]=[C:29]3[O:28][CH2:27]2)[N:35]=[C:34]([CH3:39])[CH:33]=[CH:32]4)=[CH:5]1. The catalyst class is: 58. (2) Reactant: [F:1][C:2]([F:11])([F:10])[C:3]1[CH:4]=[C:5]([OH:9])[CH:6]=[CH:7][CH:8]=1.[H-].[Na+].[C:14]1(=[O:18])[O:17][CH2:16][CH2:15]1.Cl. Product: [F:1][C:2]([F:10])([F:11])[C:3]1[CH:4]=[C:5]([CH:6]=[CH:7][CH:8]=1)[O:9][CH2:16][CH2:15][C:14]([OH:18])=[O:17]. The catalyst class is: 35. (3) Product: [C:38]([NH:37][C:30]1[NH:31][C:32](=[O:36])[C:33]2[N:34]=[CH:35][N:27]([CH:13]3[O:12][CH:11]([CH:10]=[CH:9][P:4]([OH:5])([OH:6])=[O:3])[CH:15]([O:16][C:17](=[O:24])[C:18]4[CH:19]=[CH:20][CH:21]=[CH:22][CH:23]=4)[CH:14]3[O:25][CH3:26])[C:28]=2[N:29]=1)(=[O:42])[CH:39]([CH3:40])[CH3:41]. The catalyst class is: 3. Reactant: C([O:3][P:4]([CH:9]=[CH:10][CH:11]1[CH:15]([O:16][C:17](=[O:24])[C:18]2[CH:23]=[CH:22][CH:21]=[CH:20][CH:19]=2)[CH:14]([O:25][CH3:26])[CH:13]([N:27]2[CH:35]=[N:34][C:33]3[C:32](=[O:36])[NH:31][C:30]([NH:37][C:38](=[O:42])[CH:39]([CH3:41])[CH3:40])=[N:29][C:28]2=3)[O:12]1)([O:6]CC)=[O:5])C.N1C(C)=CC=CC=1C.C[Si](Br)(C)C.